This data is from CYP1A2 inhibition data for predicting drug metabolism from PubChem BioAssay. The task is: Regression/Classification. Given a drug SMILES string, predict its absorption, distribution, metabolism, or excretion properties. Task type varies by dataset: regression for continuous measurements (e.g., permeability, clearance, half-life) or binary classification for categorical outcomes (e.g., BBB penetration, CYP inhibition). Dataset: cyp1a2_veith. (1) The molecule is CN1C2C=C(N(CCc3c[nH]c4ccccc34)C(=O)c3ccc(Cl)cc3)CC1CC2.Cl. The result is 0 (non-inhibitor). (2) The result is 0 (non-inhibitor). The molecule is CC(=O)N1CCc2cc(S(=O)(=O)CCC(=O)Nc3c(C)n(C)n(-c4ccccc4)c3=O)ccc21.